From a dataset of NCI-60 drug combinations with 297,098 pairs across 59 cell lines. Regression. Given two drug SMILES strings and cell line genomic features, predict the synergy score measuring deviation from expected non-interaction effect. (1) Drug 1: CC=C1C(=O)NC(C(=O)OC2CC(=O)NC(C(=O)NC(CSSCCC=C2)C(=O)N1)C(C)C)C(C)C. Drug 2: CC12CCC3C(C1CCC2O)C(CC4=C3C=CC(=C4)O)CCCCCCCCCS(=O)CCCC(C(F)(F)F)(F)F. Cell line: HOP-62. Synergy scores: CSS=20.3, Synergy_ZIP=-2.13, Synergy_Bliss=0.364, Synergy_Loewe=-4.67, Synergy_HSA=1.34. (2) Drug 1: CN(C)C1=NC(=NC(=N1)N(C)C)N(C)C. Drug 2: C(=O)(N)NO. Cell line: MALME-3M. Synergy scores: CSS=-4.50, Synergy_ZIP=7.33, Synergy_Bliss=-0.272, Synergy_Loewe=-7.76, Synergy_HSA=-6.17. (3) Drug 2: COC1=NC(=NC2=C1N=CN2C3C(C(C(O3)CO)O)O)N. Drug 1: CN(C)N=NC1=C(NC=N1)C(=O)N. Synergy scores: CSS=-0.544, Synergy_ZIP=-0.322, Synergy_Bliss=-1.42, Synergy_Loewe=-1.94, Synergy_HSA=-1.81. Cell line: SNB-75. (4) Drug 1: CC1=CC2C(CCC3(C2CCC3(C(=O)C)OC(=O)C)C)C4(C1=CC(=O)CC4)C. Drug 2: C1C(C(OC1N2C=C(C(=O)NC2=O)F)CO)O. Cell line: BT-549. Synergy scores: CSS=3.24, Synergy_ZIP=-7.37, Synergy_Bliss=-16.5, Synergy_Loewe=-24.3, Synergy_HSA=-18.3. (5) Drug 1: C1=CC(=CC=C1C#N)C(C2=CC=C(C=C2)C#N)N3C=NC=N3. Drug 2: CCC1=C2CN3C(=CC4=C(C3=O)COC(=O)C4(CC)O)C2=NC5=C1C=C(C=C5)O. Cell line: CCRF-CEM. Synergy scores: CSS=42.4, Synergy_ZIP=3.42, Synergy_Bliss=-0.290, Synergy_Loewe=-64.0, Synergy_HSA=-14.5.